Regression. Given a peptide amino acid sequence and an MHC pseudo amino acid sequence, predict their binding affinity value. This is MHC class II binding data. From a dataset of Peptide-MHC class II binding affinity with 134,281 pairs from IEDB. (1) The peptide sequence is GDPSSFDYCGTNHLS. The MHC is DRB1_0101 with pseudo-sequence DRB1_0101. The binding affinity (normalized) is 0.770. (2) The peptide sequence is KEDFLRCLVKEIPPR. The MHC is HLA-DPA10201-DPB11401 with pseudo-sequence HLA-DPA10201-DPB11401. The binding affinity (normalized) is 0.127. (3) The peptide sequence is SMHLMLANAGRSSGS. The MHC is DRB1_0701 with pseudo-sequence DRB1_0701. The binding affinity (normalized) is 0.446. (4) The peptide sequence is IAFFRKEPLKECGGI. The MHC is HLA-DQA10301-DQB10302 with pseudo-sequence HLA-DQA10301-DQB10302. The binding affinity (normalized) is 0.125. (5) The peptide sequence is LPSQAFEYILYNKG. The MHC is HLA-DPA10201-DPB10501 with pseudo-sequence HLA-DPA10201-DPB10501. The binding affinity (normalized) is 0.495. (6) The peptide sequence is AKEKPQEGTVVAVGP. The MHC is DRB4_0101 with pseudo-sequence DRB4_0103. The binding affinity (normalized) is 0. (7) The peptide sequence is KFPELGMNPSHCNEM. The MHC is HLA-DQA10101-DQB10501 with pseudo-sequence HLA-DQA10101-DQB10501. The binding affinity (normalized) is 0. (8) The peptide sequence is QDEKDYIDAYVSR. The MHC is HLA-DPA10301-DPB10402 with pseudo-sequence HLA-DPA10301-DPB10402. The binding affinity (normalized) is 0.157. (9) The peptide sequence is KAFFSWSLTDSSGKD. The MHC is DRB1_0101 with pseudo-sequence DRB1_0101. The binding affinity (normalized) is 0.650. (10) The peptide sequence is AASLLDEDMDALEEA. The binding affinity (normalized) is 0.213. The MHC is DRB1_0404 with pseudo-sequence DRB1_0404.